Task: Predict the reaction yield, written as a fraction of the theoretical maximum amount of product (1.0 means a 100% yield; for example, 0.34 means a 34% yield).. Dataset: Reaction yield outcomes from USPTO patents with 853,638 reactions (1) The reactants are [CH2:1]([N:3]1[C:7]([CH3:8])=[C:6]([CH2:9]O)[N:5]=[CH:4]1)[CH3:2].S(Cl)([Cl:13])=O. The catalyst is ClCCl. The product is [ClH:13].[Cl:13][CH2:9][C:6]1[N:5]=[CH:4][N:3]([CH2:1][CH3:2])[C:7]=1[CH3:8]. The yield is 0.960. (2) The reactants are [NH:1]([C:6]([O:8][C:9]([CH3:12])([CH3:11])[CH3:10])=[O:7])[CH2:2][C:3]([OH:5])=O.[CH3:13][C:14]1(C)OC(=O)CC(=O)[O:15]1.ClC(OC(C)C)=O. The catalyst is C(Cl)Cl.CN(C1C=CN=CC=1)C.C1(C)C=CC=CC=1. The product is [OH:5][C:3]1[CH2:2][N:1]([C:6]([O:8][C:9]([CH3:12])([CH3:11])[CH3:10])=[O:7])[C:14](=[O:15])[CH:13]=1. The yield is 0.750. (3) The reactants are [CH3:1][S:2]([NH:5][CH:6]1[CH2:10][CH2:9][CH:8]([NH:11][C:12]([C:14]2[C:22]3[C:17](=[N:18][CH:19]=[C:20]([C:23]4[C:31]5[C:26](=[CH:27][C:28]([Cl:32])=[CH:29][CH:30]=5)[N:25]([CH3:33])[N:24]=4)[N:21]=3)[N:16](COCC[Si](C)(C)C)[CH:15]=2)=[O:13])[CH2:7]1)(=[O:4])=[O:3].FC(F)(F)C(O)=O.C(N)CN. The catalyst is ClCCl. The product is [CH3:1][S:2]([NH:5][CH:6]1[CH2:10][CH2:9][CH:8]([NH:11][C:12]([C:14]2[C:22]3[C:17](=[N:18][CH:19]=[C:20]([C:23]4[C:31]5[C:26](=[CH:27][C:28]([Cl:32])=[CH:29][CH:30]=5)[N:25]([CH3:33])[N:24]=4)[N:21]=3)[NH:16][CH:15]=2)=[O:13])[CH2:7]1)(=[O:4])=[O:3]. The yield is 0.880. (4) The reactants are [CH3:1][N:2]1[CH:6]=[CH:5][N:4]=[C:3]1[CH:7]1[C:12]2=[N:13][NH:14][C:15](=[O:20])[C:16]3[CH:17]=[CH:18][CH:19]=[C:10]([C:11]=32)[NH:9][CH:8]1[C:21]1[CH:28]=[CH:27][C:24]([CH:25]=O)=[CH:23][CH:22]=1.C(O)(=O)C.[NH:33]1[CH2:37][CH2:36][CH2:35][CH2:34]1.[BH3-]C#N.[Na+]. The catalyst is C(#N)C. The product is [CH3:1][N:2]1[CH:6]=[CH:5][N:4]=[C:3]1[CH:7]1[C:12]2=[N:13][NH:14][C:15](=[O:20])[C:16]3[CH:17]=[CH:18][CH:19]=[C:10]([C:11]=32)[NH:9][CH:8]1[C:21]1[CH:22]=[CH:23][C:24]([CH2:25][N:33]2[CH2:37][CH2:36][CH2:35][CH2:34]2)=[CH:27][CH:28]=1. The yield is 0.220. (5) The reactants are [OH:1][CH:2]([CH2:12][NH:13][C:14](=[O:20])[O:15][C:16]([CH3:19])([CH3:18])[CH3:17])[CH2:3][NH:4][C:5](=[O:11])[O:6][C:7]([CH3:10])([CH3:9])[CH3:8].N1C=CN=C1.[Si:26](Cl)([C:29]([CH3:32])([CH3:31])[CH3:30])([CH3:28])[CH3:27].CCOCC. The catalyst is CN(C=O)C.[Cl-].[Na+].O. The product is [Si:26]([O:1][CH:2]([CH2:12][NH:13][C:14](=[O:20])[O:15][C:16]([CH3:19])([CH3:18])[CH3:17])[CH2:3][NH:4][C:5](=[O:11])[O:6][C:7]([CH3:10])([CH3:9])[CH3:8])([C:29]([CH3:32])([CH3:31])[CH3:30])([CH3:28])[CH3:27]. The yield is 0.860. (6) The reactants are [C:1]([O:5][C:6]([N:8]1[CH2:13][CH2:12][CH2:11][CH2:10][CH2:9]1)=[O:7])([CH3:4])([CH3:3])[CH3:2].C([Sn](CCCC)(CCCC)[C:19]1[N:20]=[CH:21][N:22]([CH3:24])[CH:23]=1)CCC.O1C=[CH:36][CH:35]=[C:34]1P(C1OC=CC=1)C1OC=CC=1.[F-].[K+].[CH2:51]1[CH2:55]O[CH2:53][CH2:52]1. No catalyst specified. The product is [C:1]([O:5][C:6]([N:8]1[CH2:13][CH2:12][C:11](=[C:53]([C:52]2[CH:36]=[CH:35][CH:34]=[CH:55][CH:51]=2)[C:19]2[N:20]=[CH:21][N:22]([CH3:24])[CH:23]=2)[CH2:10][CH2:9]1)=[O:7])([CH3:4])([CH3:2])[CH3:3]. The yield is 0.470. (7) The reactants are [F:1][C:2]1([F:17])[O:6][C:5]2[CH:7]=[CH:8][C:9]([C:11]3([C:14]([OH:16])=O)[CH2:13][CH2:12]3)=[CH:10][C:4]=2[O:3]1.C(N(CC)C(C)C)(C)C.CN(C(ON1N=NC2C=CC=NC1=2)=[N+](C)C)C.F[P-](F)(F)(F)(F)F.[CH3:51][O:52][C:53]1[CH:54]=[C:55]([CH:70]=[CH:71][C:72]=1[O:73][CH3:74])[CH2:56][CH:57]1[CH:66]([NH2:67])[C:65]2[C:60](=[CH:61][CH:62]=[C:63]([O:68][CH3:69])[CH:64]=2)[O:59][CH2:58]1. The catalyst is CC(N(C)C)=O. The product is [F:17][C:2]1([F:1])[O:6][C:5]2[CH:7]=[CH:8][C:9]([C:11]3([C:14]([NH:67][CH:66]4[C:65]5[C:60](=[CH:61][CH:62]=[C:63]([O:68][CH3:69])[CH:64]=5)[O:59][CH2:58][CH:57]4[CH2:56][C:55]4[CH:70]=[CH:71][C:72]([O:73][CH3:74])=[C:53]([O:52][CH3:51])[CH:54]=4)=[O:16])[CH2:12][CH2:13]3)=[CH:10][C:4]=2[O:3]1. The yield is 0.490. (8) The reactants are Br[C:2]1[C:11]2[C:6](=[C:7]([Cl:13])[CH:8]=[C:9]([OH:12])[CH:10]=2)[N:5]=[C:4]([C:14]2[CH:19]=[CH:18][C:17]([OH:20])=[C:16]([F:21])[CH:15]=2)[CH:3]=1.C[Si]([C:26]#[C:27][Sn](CCCC)(CCCC)CCCC)(C)C. No catalyst specified. The product is [Cl:13][C:7]1[CH:8]=[C:9]([OH:12])[CH:10]=[C:11]2[C:6]=1[N:5]=[C:4]([C:14]1[CH:19]=[CH:18][C:17]([OH:20])=[C:16]([F:21])[CH:15]=1)[CH:3]=[C:2]2[C:26]#[CH:27]. The yield is 0.730. (9) The reactants are [CH:1]1[C:14]2[C:13](=[O:15])[C:12]3[C:7](=[CH:8][CH:9]=[CH:10][CH:11]=3)[CH2:6][C:5]=2[CH:4]=[CH:3][CH:2]=1.[OH-].[Na+].S(OC)(O[CH3:22])(=O)=O.O. The catalyst is C1COCC1.CCCCCC. The product is [CH3:22][O:15][C:13]1[C:12]2[C:7]([CH:6]=[C:5]3[C:14]=1[CH:1]=[CH:2][CH:3]=[CH:4]3)=[CH:8][CH:9]=[CH:10][CH:11]=2. The yield is 0.970.